From a dataset of Forward reaction prediction with 1.9M reactions from USPTO patents (1976-2016). Predict the product of the given reaction. (1) Given the reactants O=[C:2]1[CH2:7][CH2:6][CH:5]([NH:8][C:9](=[O:18])[O:10][CH2:11][C:12]2[CH:17]=[CH:16][CH:15]=[CH:14][CH:13]=2)[CH2:4][CH2:3]1.[N+:19](CS(C1C=CC(C)=CC=1)(=O)=O)#[C-:20].CCO.CC([O-])(C)C.[K+], predict the reaction product. The product is: [C:20]([CH:2]1[CH2:7][CH2:6][CH:5]([NH:8][C:9](=[O:18])[O:10][CH2:11][C:12]2[CH:17]=[CH:16][CH:15]=[CH:14][CH:13]=2)[CH2:4][CH2:3]1)#[N:19]. (2) Given the reactants [N+:1]([C:4]1[CH:5]=[C:6]([S:10]([NH:13][C:14]([C:16]2[C:17]([O:28][C:29]3[C:34]([CH3:35])=[CH:33][C:32]([CH3:36])=[CH:31][C:30]=3[CH3:37])=[N:18][CH:19]=[C:20]([C:22]3[CH:27]=[CH:26][CH:25]=[CH:24][CH:23]=3)[CH:21]=2)=[O:15])(=[O:12])=[O:11])[CH:7]=[CH:8][CH:9]=1)([O-])=O, predict the reaction product. The product is: [NH2:1][C:4]1[CH:5]=[C:6]([S:10]([NH:13][C:14]([C:16]2[C:17]([O:28][C:29]3[C:30]([CH3:37])=[CH:31][C:32]([CH3:36])=[CH:33][C:34]=3[CH3:35])=[N:18][CH:19]=[C:20]([C:22]3[CH:23]=[CH:24][CH:25]=[CH:26][CH:27]=3)[CH:21]=2)=[O:15])(=[O:11])=[O:12])[CH:7]=[CH:8][CH:9]=1. (3) Given the reactants [CH2:1]([S:3]([N:6]1[CH2:11][CH2:10][CH:9]([C:12]2[C:20]3[C:15](=[C:16]([C:30]([NH2:32])=[O:31])[CH:17]=[C:18](B4OC(C)(C)C(C)(C)O4)[CH:19]=3)[NH:14][CH:13]=2)[CH2:8][CH2:7]1)(=[O:5])=[O:4])[CH3:2].Br[C:34]1[CH:43]=[C:42]2[C:37]([CH2:38][CH2:39][CH2:40][C:41]2=[O:44])=[CH:36][CH:35]=1.C(=O)([O-])[O-].[K+].[K+], predict the reaction product. The product is: [CH2:1]([S:3]([N:6]1[CH2:11][CH2:10][CH:9]([C:12]2[C:20]3[C:15](=[C:16]([C:30]([NH2:32])=[O:31])[CH:17]=[C:18]([C:34]4[CH:35]=[CH:36][C:37]5[CH2:38][CH2:39][CH2:40][C:41](=[O:44])[C:42]=5[CH:43]=4)[CH:19]=3)[NH:14][CH:13]=2)[CH2:8][CH2:7]1)(=[O:5])=[O:4])[CH3:2]. (4) Given the reactants C(C1C=CC([C@H]2C[C@@H](C(F)(F)F)N3N=CC(C(O)=O)=C3N2)=CC=1)C.[Br:25][C:26]1[CH:31]=[CH:30][C:29]([C@H:32]2[CH2:37][C@@H:36]([C:38]([F:41])([F:40])[F:39])[N:35]3[N:42]=[CH:43][C:44]([C:45]([O:47]CC)=[O:46])=[C:34]3[NH:33]2)=[CH:28][CH:27]=1.[OH-].[K+], predict the reaction product. The product is: [Br:25][C:26]1[CH:31]=[CH:30][C:29]([C@H:32]2[CH2:37][C@@H:36]([C:38]([F:41])([F:40])[F:39])[N:35]3[N:42]=[CH:43][C:44]([C:45]([OH:47])=[O:46])=[C:34]3[NH:33]2)=[CH:28][CH:27]=1. (5) Given the reactants [NH2:1][C:2]1[C:3]2[CH:15]=[C:14]([CH3:16])[S:13][C:4]=2[NH:5][C:6]2[CH:12]=[CH:11][CH:10]=[CH:9][C:7]=2[N:8]=1.[CH3:17][N:18]1[CH2:23][CH2:22]N[CH2:20][CH2:19]1.C(O)CC, predict the reaction product. The product is: [CH3:16][C:14]1[S:13][C:4]2[NH:5][C:6]3[CH:12]=[CH:11][CH:10]=[CH:9][C:7]=3[N:8]=[C:2]([N:1]3[CH2:22][CH2:23][N:18]([CH3:17])[CH2:19][CH2:20]3)[C:3]=2[CH:15]=1.